Dataset: Experimentally validated miRNA-target interactions with 360,000+ pairs, plus equal number of negative samples. Task: Binary Classification. Given a miRNA mature sequence and a target amino acid sequence, predict their likelihood of interaction. (1) The miRNA is hsa-miR-6751-3p with sequence ACUGAGCCUCUCUCUCUCCAG. The protein sequence of the target gene is MAAAAPAAAAASSEAPAASATAEPEAGDQDSREVRVLQSLRGKICEAKNLLPYLGPHKMRDCFCTINLDQEEVYRTQVVEKSLSPFFSEEFYFEIPRTFQYLSFYVYDKNVLQRDLRIGKVAIKKEDLCNHSGKETWFSLQPVDSNSEVQGKVHLELKLNELITENGTVCQQLVVHIKACHGLPLINGQSCDPYATVSLVGPSRNDQKKTKVKKKTSNPQFNEIFYFEVTRSSSYTRKSQFQVEEEDIEKLEIRIDLWNNGNLVQDVFLGEIKVPVNVLRTDSSHQAWYLLQPRDNGNKS.... Result: 0 (no interaction). (2) The miRNA is hsa-miR-323b-3p with sequence CCCAAUACACGGUCGACCUCUU. The protein sequence of the target gene is MDPLSPPLCTLPPGPEPPRFVCYCEGEESGEGDRGGFNLYVTDAAELWSTCFTPDSLAALKARFGLSAAEDITPRFRAACEQQAVALTLQEDRASLTLSGGPSALAFDLSKVPGPEAAPRLRALTLGLAKRVWSLERRLAAAEETAVSPRKSPRPAGPQLFLPDPDPQRGGPGPGVRRRCPGESLINPGFKSKKPAGGVDFDET. Result: 0 (no interaction). (3) The miRNA is hsa-miR-17-5p with sequence CAAAGUGCUUACAGUGCAGGUAG. The protein sequence of the target gene is MESRKLISATDIQYSGSLLNSLNEQRGHGLFCDVTVIVEDRKFRAHKNILSASSTYFHQLFSVAGQVVELSFIRAEIFAEILNYIYSSKIVRVRSDLLDELIKSGQLLGVKFIAELGVPLSQVKSISGTAQDGNTEPLPPDSGDKNLVIQKSKDEAQDNGATIMPIITESFSLSAEDYEMKKIIVTDSDDDDDDVIFCSEILPTKETLPSNNTVAQVQSNPGPVAISDVAPSASNNSPPLTNITPTQKLPTPVNQATLSQTQGSEKLLVSSAPTHLTPNIILLNQTPLSTPPNVSSSLPN.... Result: 1 (interaction). (4) The miRNA is hsa-miR-4740-5p with sequence AGGACUGAUCCUCUCGGGCAGG. The protein sequence of the target gene is MSRYLRPPNTSLFVRNVADDTRSEDLRREFGRYGPIVDVYVPLDFYTRRPRGFAYVQFEDVRDAEDALHNLDRKWICGRQIEIQFAQGDRKTPNQMKAKEGRNVYSSSRYDDYDRYRRSRSRSYERRRSRSRSFDYNYRRSYSPRNSRPTGRPRRSRSHSDNDRFKHRNRSFSRSKSNSRSRSKSQPKKEMKAKSRSRSASHTKTRGTSKTDSKTHYKSGSRYEKESRKKEPPRSKSQSRSQSRSRSKSRSRSWTSPKSSGH. Result: 0 (no interaction). (5) The miRNA is hsa-miR-6743-5p with sequence AAGGGGCAGGGACGGGUGGCCC. Result: 0 (no interaction). The protein sequence of the target gene is MPEVERKPKITASRKLLLKSLMLAKAKECWEQEHEEREAEKVRYLAERIPTLQTRGLSLSALQDLCRELHAKVEVVDEERYDIEAKCLHNTREIKDLKLKVMDLRGKFKRPPLRRVRVSADAMLRALLGSKHKVSMDLRANLKSVKKEDTEKERPVEVGDWRKNVEAMSGMEGRKKMFDAAKSPTSQ. (6) The miRNA is hsa-miR-4447 with sequence GGUGGGGGCUGUUGUUU. The protein sequence of the target gene is MKPGGFWLHLTLLGASLPAALGWMDPGTSRGPDVGVGESQAEEPRSFEVTRREGLSSHNELLASCGKKFCSRGSRCVLSRKTGEPECQCLEACRPSYVPVCGSDGRFYENHCKLHRAACLLGKRITVIHSKDCFLKGDTCTMAGYARLKNVLLALQTRLQPLQEGDSRQDPASQKRLLVESLFRDLDADGNGHLSSSELAQHVLKKQDLDEDLLGCSPGDLLRFDDYNSDSSLTLREFYMAFQVVQLSLAPEDRVSVTTVTVGLSTVLTCAVHGDLRPPIIWKRNGLTLNFLDLEDINDF.... Result: 1 (interaction). (7) The miRNA is hsa-miR-98-5p with sequence UGAGGUAGUAAGUUGUAUUGUU. The protein sequence of the target gene is MFNKSFGTPFGGSTGGFGTTSTFGQNTGFGTTSGGAFGTSAFGSSNNTGGLFGNSQTKPGGLFGTSSFSQPATSTSTGFGFGTSTGTSNSLFGTASTGTSLFSSQNNAFAQNKPTGFGNFGTSTSSGGLFGTTNTTSNPFGSTSGSLFGPSSFTAAPTGTTIKFNPPTGTDTMVKAGVSTNISTKHQCITAMKEYESKSLEELRLEDYQANRKGPQNQVGGGTTAGLFGSSPATSSATGLFSSSTTNSAFSYGQNKTAFGTSTTGFGTNPGGLFGQQNQQTTSLFSKPFGQATTTPNTGF.... Result: 0 (no interaction).